This data is from Reaction yield outcomes from USPTO patents with 853,638 reactions. The task is: Predict the reaction yield, written as a fraction of the theoretical maximum amount of product (1.0 means a 100% yield; for example, 0.34 means a 34% yield). (1) The reactants are [Cl:1][C:2]1[C:3]([F:19])=[C:4]([CH:16]=[CH:17][CH:18]=1)[CH2:5][NH:6][C:7](=[NH:15])[CH:8](OCC)OCC.S(=O)(=O)(O)O. No catalyst specified. The product is [Cl:1][C:2]1[C:3]([F:19])=[C:4]2[C:16]([CH:8]=[C:7]([NH2:15])[N:6]=[CH:5]2)=[CH:17][CH:18]=1. The yield is 0.880. (2) The reactants are C(Cl)(=O)C(Cl)=O.CS(C)=O.[C:11]([CH2:13][C:14]([NH:16][CH:17]1[CH2:22][CH2:21][CH:20]([CH2:23][CH2:24][N:25]2[CH2:30][CH2:29][N:28]([C:31]3[CH:36]=[CH:35][CH:34]=[C:33]([CH:37]([OH:39])[CH3:38])[CH:32]=3)[CH2:27][CH2:26]2)[CH2:19][CH2:18]1)=[O:15])#[N:12].C(N(CC)CC)C. The catalyst is ClCCl.O. The product is [C:37]([C:33]1[CH:32]=[C:31]([N:28]2[CH2:27][CH2:26][N:25]([CH2:24][CH2:23][CH:20]3[CH2:21][CH2:22][CH:17]([NH:16][C:14](=[O:15])[CH2:13][C:11]#[N:12])[CH2:18][CH2:19]3)[CH2:30][CH2:29]2)[CH:36]=[CH:35][CH:34]=1)(=[O:39])[CH3:38]. The yield is 0.210. (3) The product is [CH2:1]([O:3][C:4](=[O:16])[C:5]1[CH:10]=[C:9]([C:22]#[N:21])[C:8]([O:11][CH3:12])=[CH:7][C:6]=1[O:13][CH2:14][CH3:15])[CH3:2]. The yield is 0.540. The catalyst is ClCCCl.C(Cl)Cl.O. The reactants are [CH2:1]([O:3][C:4](=[O:16])[C:5]1[CH:10]=[CH:9][C:8]([O:11][CH3:12])=[CH:7][C:6]=1[O:13][CH2:14][CH3:15])[CH3:2].ClS([N:21]=[C:22]=O)(=O)=O. (4) The yield is 0.460. The catalyst is C1COCC1. The product is [C:1]([N:8]1[CH2:12][C@@H:11]([N:13]([CH:20]2[CH2:25][CH2:24][C:23]([CH3:26])([CH3:27])[CH2:22][CH2:21]2)[C:14](=[O:19])[C:15]([CH3:16])([CH3:18])[CH3:17])[CH2:10][C@@H:9]1[C:28](=[O:29])[CH3:34])([O:3][C:4]([CH3:5])([CH3:7])[CH3:6])=[O:2]. The reactants are [C:1]([N:8]1[CH2:12][C@@H:11]([N:13]([CH:20]2[CH2:25][CH2:24][C:23]([CH3:27])([CH3:26])[CH2:22][CH2:21]2)[C:14](=[O:19])[C:15]([CH3:18])([CH3:17])[CH3:16])[CH2:10][C@@H:9]1[C:28](N(OC)C)=[O:29])([O:3][C:4]([CH3:7])([CH3:6])[CH3:5])=[O:2].[CH3:34][Mg]Br.CCOCC. (5) The reactants are [CH3:1][O:2][C:3](=[O:47])[NH:4][CH:5]([C:9]([N:11]1[CH2:15][CH2:14][CH2:13][CH:12]1[C:16]1[NH:17][C:18]([C:21]2[CH:30]=[CH:29][C:28]3[C:23](=[CH:24][CH:25]=[C:26]([C:31]4[CH:36]=[CH:35][C:34]([C:37]5[NH:38][C:39]([CH:42]6[CH2:46][CH2:45][CH2:44][NH:43]6)=[N:40][CH:41]=5)=[CH:33][CH:32]=4)[CH:27]=3)[CH:22]=2)=[CH:19][N:20]=1)=[O:10])[CH:6]([CH3:8])[CH3:7].[CH3:48][O:49][C:50]([NH:52][C@@H:53]([C:57]1[CH:62]=[CH:61][CH:60]=[CH:59][C:58]=1[O:63][CH3:64])[C:54](O)=[O:55])=[O:51].[O-]P([O-])([O-])=O.[K+].[K+].[K+].CCOC(C(C#N)=NOC(N1CCOCC1)=[N+](C)C)=O.F[P-](F)(F)(F)(F)F. The catalyst is C(Cl)Cl. The product is [CH3:1][O:2][C:3](=[O:47])[NH:4][CH:5]([C:9]([N:11]1[CH2:15][CH2:14][CH2:13][CH:12]1[C:16]1[NH:17][C:18]([C:21]2[CH:30]=[CH:29][C:28]3[C:23](=[CH:24][CH:25]=[C:26]([C:31]4[CH:36]=[CH:35][C:34]([C:37]5[NH:38][C:39]([CH:42]6[CH2:46][CH2:45][CH2:44][N:43]6[C:54](=[O:55])[CH:53]([NH:52][C:50]([O:49][CH3:48])=[O:51])[C:57]6[CH:62]=[CH:61][CH:60]=[CH:59][C:58]=6[O:63][CH3:64])=[N:40][CH:41]=5)=[CH:33][CH:32]=4)[CH:27]=3)[CH:22]=2)=[CH:19][N:20]=1)=[O:10])[CH:6]([CH3:8])[CH3:7]. The yield is 0.500. (6) The reactants are Cl.[CH2:2]([O:4][C:5]1[CH:12]=[CH:11][C:8]([CH:9]=O)=[CH:7][C:6]=1[OH:13])[CH3:3].[SH:14][CH2:15][C:16]1[CH:21]=[CH:20][CH:19]=[CH:18][C:17]=1[SH:22].C([O-])(O)=O.[Na+]. The catalyst is ClCCl. The product is [S:22]1[C:17]2[CH:18]=[CH:19][CH:20]=[CH:21][C:16]=2[CH2:15][S:14][CH:9]1[C:8]1[CH:11]=[CH:12][C:5]([O:4][CH2:2][CH3:3])=[C:6]([OH:13])[CH:7]=1. The yield is 0.700. (7) The reactants are [N+:1]([C:4]1[CH:8]=[CH:7][NH:6][N:5]=1)([O-:3])=[O:2].I[C:10]1[CH:15]=[CH:14][CH:13]=[C:12]([C:16]([F:19])([F:18])[F:17])[CH:11]=1.C(=O)([O-])[O-].[K+].[K+].N1CCC[C@H]1C(O)=O. The yield is 0.620. The product is [N+:1]([C:4]1[CH:8]=[CH:7][N:6]([C:10]2[CH:15]=[CH:14][CH:13]=[C:12]([C:16]([F:19])([F:18])[F:17])[CH:11]=2)[N:5]=1)([O-:3])=[O:2]. The catalyst is CS(C)=O.O.[Cu]I.